Task: Predict which catalyst facilitates the given reaction.. Dataset: Catalyst prediction with 721,799 reactions and 888 catalyst types from USPTO (1) Reactant: [CH2:1]([O:3][C:4]([C:6]1[S:7][C:8]2[CH:16]=[CH:15][C:14]([Br:17])=[CH:13][C:9]=2[NH:10][C:11]=1O)=[O:5])[CH3:2]. Product: [CH2:1]([O:3][C:4](=[O:5])[CH2:6][C:11]1[S:7][C:8]2[CH:16]=[CH:15][C:14]([Br:17])=[CH:13][C:9]=2[N:10]=1)[CH3:2]. The catalyst class is: 183. (2) Reactant: [CH3:1][C:2]1[C:6]([C:7]2[CH:14]=[CH:13][C:10]([C:11]#[N:12])=[CH:9][CH:8]=2)=[C:5]([CH3:15])[NH:4][N:3]=1.[H-].[Na+].[F:18][C:19]1[CH:26]=[CH:25][C:22]([CH2:23]Br)=[CH:21][CH:20]=1.O. Product: [F:18][C:19]1[CH:26]=[CH:25][C:22]([CH2:23][N:4]2[C:5]([CH3:15])=[C:6]([C:7]3[CH:14]=[CH:13][C:10]([C:11]#[N:12])=[CH:9][CH:8]=3)[C:2]([CH3:1])=[N:3]2)=[CH:21][CH:20]=1. The catalyst class is: 3. (3) Reactant: [C:1]([O:5][C:6]([N:8]1[CH2:13][CH:12]=[C:11]([C:14]2[CH:15]=[C:16]3[C:25](=[CH:26][C:27]=2[C:28]2[CH:33]=[CH:32][CH:31]=[CH:30][C:29]=2[F:34])[O:24][CH2:23][C:22]2[N:17]3[C@H:18]([CH3:36])[C:19](=[O:35])[NH:20][N:21]=2)[CH2:10][CH2:9]1)=[O:7])([CH3:4])([CH3:3])[CH3:2]. Product: [C:1]([O:5][C:6]([N:8]1[CH2:9][CH2:10][CH:11]([C:14]2[CH:15]=[C:16]3[C:25](=[CH:26][C:27]=2[C:28]2[CH:33]=[CH:32][CH:31]=[CH:30][C:29]=2[F:34])[O:24][CH2:23][C:22]2[N:17]3[C@H:18]([CH3:36])[C:19](=[O:35])[NH:20][N:21]=2)[CH2:12][CH2:13]1)=[O:7])([CH3:4])([CH3:2])[CH3:3]. The catalyst class is: 19. (4) Reactant: [OH:1][C:2]1[CH:3]=[CH:4][C:5]2[S:10][C:9]([C:11]3[CH:16]=[CH:15][CH:14]=[CH:13][N:12]=3)=[N:8][C:7](=[O:17])[C:6]=2[CH:18]=1.Br[CH2:20][C:21]([O:23][C:24]([CH3:27])([CH3:26])[CH3:25])=[O:22].C(=O)([O-])[O-].[K+].[K+].CN(C=O)C. Product: [O:17]=[C:7]1[C:6]2[CH:18]=[C:2]([O:1][CH2:20][C:21]([O:23][C:24]([CH3:27])([CH3:26])[CH3:25])=[O:22])[CH:3]=[CH:4][C:5]=2[S:10][C:9]([C:11]2[CH:16]=[CH:15][CH:14]=[CH:13][N:12]=2)=[N:8]1. The catalyst class is: 6. (5) Reactant: [Cl:1][C:2]1[CH:3]=[C:4]([NH:8][C:9]2[N:14]=[CH:13][C:12]([CH:15]=O)=[C:11]([CH:17]3[CH2:19][CH2:18]3)[CH:10]=2)[CH:5]=[CH:6][CH:7]=1.[CH2:20]([NH2:23])[CH2:21][CH3:22].[ClH:24]. Product: [Cl:1][C:2]1[CH:3]=[C:4]([NH:8][C:9]2[CH:10]=[C:11]([CH:17]3[CH2:19][CH2:18]3)[C:12]([CH2:15][NH:23][CH2:20][CH2:21][CH3:22])=[CH:13][N:14]=2)[CH:5]=[CH:6][CH:7]=1.[ClH:24].[ClH:1].[Cl:1][C:2]1[CH:3]=[C:4]([NH:8][C:9]2[CH:10]=[C:11]([CH:17]3[CH2:19][CH2:18]3)[C:12]([CH2:15][NH:23][CH2:20][CH2:21][CH3:22])=[CH:13][N:14]=2)[CH:5]=[CH:6][CH:7]=1. The catalyst class is: 28. (6) Reactant: [CH3:1][O:2][C:3](=[O:18])[CH2:4][C:5]1[C:13]2[C:8](=[CH:9][CH:10]=[CH:11][CH:12]=2)[N:7]([C:14]([O:16][CH3:17])=[O:15])[CH:6]=1.CN(C)P(=O)(N(C)C)N(C)C.C([N-]C(C)C)(C)C.[Li+].C1CCCCC1.I[CH2:45][CH2:46][C:47]1[CH:48]=[C:49]([C:53]2[CH:58]=[CH:57][CH:56]=[CH:55][CH:54]=2)[CH:50]=[CH:51][CH:52]=1. Product: [CH3:1][O:2][C:3](=[O:18])[CH:4]([CH2:45][CH2:46][C:47]1[CH:48]=[C:49]([C:53]2[CH:58]=[CH:57][CH:56]=[CH:55][CH:54]=2)[CH:50]=[CH:51][CH:52]=1)[C:5]1[C:13]2[C:8](=[CH:9][CH:10]=[CH:11][CH:12]=2)[N:7]([C:14]([O:16][CH3:17])=[O:15])[CH:6]=1. The catalyst class is: 7. (7) Reactant: [Cl:1][C:2]1[CH:7]=[CH:6][C:5]([C@@:8]2([CH3:21])[C@@H:12]([C:13]3[CH:18]=[CH:17][C:16]([Cl:19])=[CH:15][CH:14]=3)[NH:11][C:10](=[S:20])[NH:9]2)=[CH:4][CH:3]=1.Cl[CH:23]([C:29](=O)[CH2:30][CH3:31])[C:24]([O:26][CH2:27][CH3:28])=[O:25]. Product: [Cl:19][C:16]1[CH:17]=[CH:18][C:13]([C@H:12]2[N:11]3[C:10]([S:20][C:23]([C:24]([O:26][CH2:27][CH3:28])=[O:25])=[C:29]3[CH2:30][CH3:31])=[N:9][C@:8]2([C:5]2[CH:4]=[CH:3][C:2]([Cl:1])=[CH:7][CH:6]=2)[CH3:21])=[CH:14][CH:15]=1. The catalyst class is: 8.